Dataset: Full USPTO retrosynthesis dataset with 1.9M reactions from patents (1976-2016). Task: Predict the reactants needed to synthesize the given product. (1) Given the product [CH2:21]([CH:9]1[C:6]([CH:7]=[O:8])=[CH:5][N:4]([C:17]([O:16][C:10]2[CH:15]=[CH:14][CH:13]=[CH:12][CH:11]=2)=[O:18])[CH:3]=[C:2]1[Br:1])[C:22]1[CH:27]=[CH:26][CH:25]=[CH:24][CH:23]=1, predict the reactants needed to synthesize it. The reactants are: [Br:1][C:2]1[CH:3]=[N:4][CH:5]=[C:6]([CH:9]=1)[CH:7]=[O:8].[C:10]1([O:16][C:17](Cl)=[O:18])[CH:15]=[CH:14][CH:13]=[CH:12][CH:11]=1.[Br-].[CH2:21]([Zn+])[C:22]1[CH:27]=[CH:26][CH:25]=[CH:24][CH:23]=1.[Cl-].[NH4+]. (2) Given the product [Cl:1][C:2]1[CH:3]=[CH:4][C:5]([CH2:6][CH2:7][NH:8][C:9]([C:11]2[CH:34]=[CH:33][C:14]([O:15][C:16]3[CH:21]=[CH:20][C:19]([CH:22]([F:30])[C:23]([OH:25])=[O:24])=[CH:18][C:17]=3[C:31]#[N:32])=[CH:13][CH:12]=2)=[O:10])=[CH:35][CH:36]=1, predict the reactants needed to synthesize it. The reactants are: [Cl:1][C:2]1[CH:36]=[CH:35][C:5]([CH2:6][CH2:7][NH:8][C:9]([C:11]2[CH:34]=[CH:33][C:14]([O:15][C:16]3[CH:21]=[CH:20][C:19]([CH:22]([F:30])[C:23]([O:25]C(C)(C)C)=[O:24])=[CH:18][C:17]=3[C:31]#[N:32])=[CH:13][CH:12]=2)=[O:10])=[CH:4][CH:3]=1.C(O)(C(F)(F)F)=O. (3) Given the product [F:45][C:44]([F:47])([F:46])[S:41]([O:18][C:12]1[C:13]([F:17])=[CH:14][C:15]([F:16])=[C:10]([O:9][C:7]2[CH:6]=[C:5]([C:19]3[CH:24]=[CH:23][CH:22]=[C:21]([CH2:25][NH:26][C:27]([O:28][C:29]([CH3:30])([CH3:32])[CH3:31])=[O:33])[CH:20]=3)[CH:4]=[C:3]([C:1]#[N:2])[CH:8]=2)[N:11]=1)(=[O:42])=[O:40], predict the reactants needed to synthesize it. The reactants are: [C:1]([C:3]1[CH:4]=[C:5]([C:19]2[CH:24]=[CH:23][CH:22]=[C:21]([CH2:25][NH:26][C:27](=[O:33])[O:28][C:29]([CH3:32])([CH3:31])[CH3:30])[CH:20]=2)[CH:6]=[C:7]([O:9][C:10]2[C:15]([F:16])=[CH:14][C:13]([F:17])=[C:12]([OH:18])[N:11]=2)[CH:8]=1)#[N:2].N1C=CC=CC=1.[O:40](S(C(F)(F)F)(=O)=O)[S:41]([C:44]([F:47])([F:46])[F:45])(=O)=[O:42].